From a dataset of NCI-60 drug combinations with 297,098 pairs across 59 cell lines. Regression. Given two drug SMILES strings and cell line genomic features, predict the synergy score measuring deviation from expected non-interaction effect. Drug 1: CS(=O)(=O)C1=CC(=C(C=C1)C(=O)NC2=CC(=C(C=C2)Cl)C3=CC=CC=N3)Cl. Drug 2: CCCCCOC(=O)NC1=NC(=O)N(C=C1F)C2C(C(C(O2)C)O)O. Cell line: SNB-19. Synergy scores: CSS=-0.489, Synergy_ZIP=-0.480, Synergy_Bliss=-1.61, Synergy_Loewe=-2.81, Synergy_HSA=-1.68.